Dataset: Reaction yield outcomes from USPTO patents with 853,638 reactions. Task: Predict the reaction yield, written as a fraction of the theoretical maximum amount of product (1.0 means a 100% yield; for example, 0.34 means a 34% yield). (1) The reactants are [C:1]([O:5][C:6]([N:8]1[CH2:12][CH2:11][C@H:10]([OH:13])[CH2:9]1)=[O:7])([CH3:4])([CH3:3])[CH3:2].[H-].[Na+].Cl[C:17]1[CH:22]=[CH:21][C:20]([N+:23]([O-:25])=[O:24])=[CH:19][N:18]=1. The catalyst is O1CCCC1. The product is [C:1]([O:5][C:6]([N:8]1[CH2:12][CH2:11][C@H:10]([O:13][C:17]2[CH:22]=[CH:21][C:20]([N+:23]([O-:25])=[O:24])=[CH:19][N:18]=2)[CH2:9]1)=[O:7])([CH3:4])([CH3:2])[CH3:3]. The yield is 0.980. (2) The reactants are [O:1]=[C:2]1[NH:6][C:5]2[CH:7]=[CH:8][C:9]([C:11]#[N:12])=[CH:10][C:4]=2[O:3]1.Br[C:14]1[CH:23]=CC2NC(=O)OC=2[CH:15]=1.[Cu]C#N.[C-]#N.[Na+].C(=O)([O-])[O-].[K+].[K+].[I-].[K+].BrCC=C. The catalyst is CN(C=O)C.O.CCOCC. The product is [CH2:23]([N:6]1[C:5]2[CH:7]=[CH:8][C:9]([C:11]#[N:12])=[CH:10][C:4]=2[O:3][C:2]1=[O:1])[CH:14]=[CH2:15]. The yield is 0.570. (3) The reactants are C(OC([CH:8]([NH2:23])[CH2:9][O:10][C:11]1[CH:19]=[C:18]([N+:20]([O-:22])=[O:21])[CH:17]=[CH:16][C:12]=1[C:13](O)=[O:14])=O)(C)(C)C.C(O)(C(F)(F)F)=O.CN1CCOCC1.O.ON1C2C=CC=CC=2N=N1.F[P-](F)(F)(F)(F)F.CN([PH+](N(C)C)N(C)C)C. The catalyst is C(Cl)Cl.CN(C=O)C. The product is [N+:20]([C:18]1[CH:17]=[CH:16][C:12]2[C:13](=[O:14])[NH:23][CH2:8][CH2:9][O:10][C:11]=2[CH:19]=1)([O-:22])=[O:21]. The yield is 0.260. (4) The reactants are O[C:2]1[CH:7]=C[C:5]([C:8](=O)[C:9]([C:11]2[CH:16]=[CH:15][CH:14]=[C:13]([O:17][C:18]3[CH:23]=[CH:22][CH:21]=[C:20]([O:24][CH3:25])[CH:19]=3)[CH:12]=2)=O)=[CH:4][CH:3]=1.[CH3:27][NH:28][C:29]([NH2:31])=[S:30].[OH-:32].[K+].[OH2:34].[CH3:35]S(C)=O. No catalyst specified. The product is [OH:32][C:3]1[CH:2]=[CH:7][C:8]([C:9]2([C:11]3[CH:16]=[CH:15][CH:14]=[C:13]([O:17][C:18]4[CH:23]=[CH:22][CH:21]=[C:20]([O:24][CH3:25])[CH:19]=4)[CH:12]=3)[NH:31][C:29](=[S:30])[N:28]([CH3:35])[C:27]2=[O:34])=[CH:5][CH:4]=1. The yield is 1.00. (5) The reactants are N[C:2]1[CH:3]=[C:4]([NH:12][C:13]([C:15]2[C:24](=[O:25])[C:23]3[C:18](=[CH:19][CH:20]=[CH:21][CH:22]=3)[NH:17][CH:16]=2)=[O:14])[CH:5]=[CH:6][C:7]=1[C:8]([CH3:11])([CH3:10])[CH3:9].[C:26](O)(=O)C.C=O.[C:32]([BH3-])#[N:33].[Na+]. The catalyst is C(Cl)Cl.CO.CCOCC. The product is [CH3:26][N:33]([CH3:32])[C:2]1[CH:3]=[C:4]([NH:12][C:13]([C:15]2[C:24](=[O:25])[C:23]3[C:18](=[CH:19][CH:20]=[CH:21][CH:22]=3)[NH:17][CH:16]=2)=[O:14])[CH:5]=[CH:6][C:7]=1[C:8]([CH3:11])([CH3:10])[CH3:9]. The yield is 0.170. (6) The catalyst is C(Cl)Cl. The reactants are [Cl:1][C:2]1[C:7]([O:8]C)=[CH:6][C:5]([NH:10][C:11](=[O:21])[C:12]2[CH:17]=[CH:16][C:15]([O:18]C)=[C:14]([F:20])[CH:13]=2)=[C:4]([O:22]C)[CH:3]=1. The product is [Cl:1][C:2]1[C:7]([OH:8])=[CH:6][C:5]([NH:10][C:11](=[O:21])[C:12]2[CH:17]=[CH:16][C:15]([OH:18])=[C:14]([F:20])[CH:13]=2)=[C:4]([OH:22])[CH:3]=1. The yield is 0.910.